Dataset: Catalyst prediction with 721,799 reactions and 888 catalyst types from USPTO. Task: Predict which catalyst facilitates the given reaction. (1) Reactant: [CH3:1][C:2]1[C:7]([O:8][CH3:9])=[CH:6][CH:5]=[CH:4][C:3]=1[OH:10].[H-].[Na+].Cl[C:14]1[CH:19]=[CH:18][C:17]([N+:20]([O-:22])=[O:21])=[CH:16][N:15]=1.O. The catalyst class is: 3. Product: [CH3:1][C:2]1[C:7]([O:8][CH3:9])=[CH:6][CH:5]=[CH:4][C:3]=1[O:10][C:14]1[CH:19]=[CH:18][C:17]([N+:20]([O-:22])=[O:21])=[CH:16][N:15]=1. (2) Reactant: [Br:1][C:2]1[CH:3]=[CH:4][C:5]([F:14])=[C:6]([CH:8]2[S:13][CH2:12][CH2:11][CH2:10][S:9]2)[CH:7]=1.[Li+].CC([N-]C(C)C)C.[O:23]=[C:24]1[CH2:29][CH2:28][N:27]([C:30]([O:32][C:33]([CH3:36])([CH3:35])[CH3:34])=[O:31])[CH2:26][CH2:25]1.[NH4+].[Cl-]. Product: [C:33]([O:32][C:30]([N:27]1[CH2:28][CH2:29][C:24]([C:8]2([C:6]3[CH:7]=[C:2]([Br:1])[CH:3]=[CH:4][C:5]=3[F:14])[S:9][CH2:10][CH2:11][CH2:12][S:13]2)([OH:23])[CH2:25][CH2:26]1)=[O:31])([CH3:36])([CH3:34])[CH3:35]. The catalyst class is: 1. (3) Reactant: [Br:1][C:2]1[CH:7]=[C:6]([F:8])[CH:5]=[CH:4][C:3]=1I.C([Mg]Cl)(C)C.[F:15][C:16]([F:24])([F:23])[C:17](=[O:22])[CH:18]=[C:19]([CH3:21])[CH3:20]. Product: [Br:1][C:2]1[CH:7]=[C:6]([F:8])[CH:5]=[CH:4][C:3]=1[C:19]([CH3:21])([CH3:20])[CH2:18][C:17](=[O:22])[C:16]([F:24])([F:23])[F:15]. The catalyst class is: 356. (4) Reactant: [CH3:1][O:2][CH2:3][CH2:4][NH:5][C:6](=[O:60])[C:7]1[CH:12]=[CH:11][CH:10]=[C:9]([S:13][CH2:14][C:15]2[CH:20]=[CH:19][CH:18]=[C:17]([C:21](=[O:59])[NH:22][C:23]3[CH:28]=[CH:27][C:26]([N:29]4[CH2:34][CH2:33][CH2:32][CH2:31][CH2:30]4)=[CH:25][C:24]=3[C:35]([C:37]3[N:38](S(C4C=CC=CC=4)(=O)=O)[C:39]4[C:44]([CH:45]=3)=[CH:43][CH:42]=[C:41]([C:46]([F:49])([F:48])[F:47])[CH:40]=4)=[O:36])[CH:16]=2)[CH:8]=1.[F-].C([N+](CCCC)(CCCC)CCCC)CCC. Product: [CH3:1][O:2][CH2:3][CH2:4][NH:5][C:6](=[O:60])[C:7]1[CH:12]=[CH:11][CH:10]=[C:9]([S:13][CH2:14][C:15]2[CH:20]=[CH:19][CH:18]=[C:17]([C:21](=[O:59])[NH:22][C:23]3[CH:28]=[CH:27][C:26]([N:29]4[CH2:30][CH2:31][CH2:32][CH2:33][CH2:34]4)=[CH:25][C:24]=3[C:35]([C:37]3[NH:38][C:39]4[C:44]([CH:45]=3)=[CH:43][CH:42]=[C:41]([C:46]([F:48])([F:49])[F:47])[CH:40]=4)=[O:36])[CH:16]=2)[CH:8]=1. The catalyst class is: 92. (5) Reactant: [H-].[Al+3].[Li+].[H-].[H-].[H-].[O:7]1[C:12]2[CH:13]=[CH:14][C:15]([C:17](=[O:23])[CH2:18][CH2:19][C:20](O)=[O:21])=[CH:16][C:11]=2[O:10][CH2:9][CH2:8]1. Product: [O:7]1[C:12]2[CH:13]=[CH:14][C:15]([CH:17]([OH:23])[CH2:18][CH2:19][CH2:20][OH:21])=[CH:16][C:11]=2[O:10][CH2:9][CH2:8]1. The catalyst class is: 49. (6) Reactant: [N+:1]([C:4]1[CH:5]=[C:6]([CH:10]=[C:11]([N+:13]([O-:15])=[O:14])[CH:12]=1)[C:7](O)=[O:8])([O-:3])=[O:2].S(Cl)([Cl:18])=O.[N+](C1C([N+]([O-])=O)=C(C=CC=1)C(O)=O)([O-])=O.Cl. Product: [N+:1]([C:4]1[CH:5]=[C:6]([CH:10]=[C:11]([N+:13]([O-:15])=[O:14])[CH:12]=1)[C:7]([Cl:18])=[O:8])([O-:3])=[O:2]. The catalyst class is: 39. (7) The catalyst class is: 100. Reactant: [O:1]=[C:2]1[C:11]2[C:6](=[CH:7][CH:8]=[CH:9][CH:10]=2)[CH2:5][C:4](=O)[N:3]1[C:13]1[CH:14]=[C:15]([CH:22]=[CH:23][C:24]=1[CH3:25])[C:16]([NH:18][CH:19]1[CH2:21][CH2:20]1)=[O:17].[BH4-].[Na+].Cl. Product: [O:1]=[C:2]1[C:11]2[C:6](=[CH:7][CH:8]=[CH:9][CH:10]=2)[CH:5]=[CH:4][N:3]1[C:13]1[CH:14]=[C:15]([CH:22]=[CH:23][C:24]=1[CH3:25])[C:16]([NH:18][CH:19]1[CH2:21][CH2:20]1)=[O:17]. (8) Reactant: O1CCCCC1[N:7]1[C:15]2[C:10](=[CH:11][C:12]([C:16]3[N:20]=[CH:19][N:18](C(C4C=CC=CC=4)(C4C=CC=CC=4)C4C=CC=CC=4)[N:17]=3)=[CH:13][CH:14]=2)[C:9]([C:40]2[CH:41]=[C:42]([NH2:46])[CH:43]=[CH:44][CH:45]=2)=[N:8]1.[Cl-:47].[OH2:48]. Product: [NH:18]1[CH:19]=[N:20][C:16]([C:12]2[CH:11]=[C:10]3[C:15](=[CH:14][CH:13]=2)[NH:7][N:8]=[C:9]3[C:40]2[CH:41]=[C:42]([NH:46][C:9]([C:10]3[CH:15]=[CH:14][C:13]([Cl:47])=[CH:12][CH:11]=3)=[O:48])[CH:43]=[CH:44][CH:45]=2)=[N:17]1. The catalyst class is: 17. (9) Reactant: [Br:1][C:2]1[N:7]2[CH:8]=[N:9][CH:10]=[C:6]2[C:5](O)=[N:4][C:3]=1[Cl:12].C(N(CC)CC)C.CS(Cl)(=O)=O.C(N(CC)C(C)C)(C)C.[CH3:34][N:35]([CH3:41])[C@H:36]1[CH2:40][CH2:39][NH:38][CH2:37]1. The catalyst class is: 172. Product: [Br:1][C:2]1[N:7]2[CH:8]=[N:9][CH:10]=[C:6]2[C:5]([N:38]2[CH2:39][CH2:40][C@H:36]([N:35]([CH3:41])[CH3:34])[CH2:37]2)=[N:4][C:3]=1[Cl:12].